From a dataset of Full USPTO retrosynthesis dataset with 1.9M reactions from patents (1976-2016). Predict the reactants needed to synthesize the given product. (1) Given the product [CH3:30][C:2]1[CH:3]=[CH:4][C:5]2[N:6]([C:8]([CH:11]([C:13]3[CH:14]=[CH:15][C:16]4[N:17]([CH:19]=[C:20]([NH:22][C:23]([CH:25]5[CH2:26][CH2:27]5)=[O:24])[N:21]=4)[N:18]=3)[CH3:12])=[N:9][N:10]=2)[CH:7]=1, predict the reactants needed to synthesize it. The reactants are: Br[C:2]1[CH:3]=[CH:4][C:5]2[N:6]([C:8]([CH:11]([C:13]3[CH:14]=[CH:15][C:16]4[N:17]([CH:19]=[C:20]([NH:22][C:23]([CH:25]5[CH2:27][CH2:26]5)=[O:24])[N:21]=4)[N:18]=3)[CH3:12])=[N:9][N:10]=2)[CH:7]=1.N([C:30]1C=CC(C)=CN=1)N. (2) Given the product [O:21]=[C:20]1[C:4]2[C:5]3[C:6](=[C:7]([C:11]4[CH:12]=[CH:13][CH:14]=[CH:15][CH:16]=4)[NH:8][C:9]=3[CH:10]=[C:2]([NH:1][C:30](=[O:31])[CH2:29][CH2:28][C:22]3[CH:27]=[CH:26][CH:25]=[CH:24][CH:23]=3)[CH:3]=2)[CH:17]=[N:18][NH:19]1, predict the reactants needed to synthesize it. The reactants are: [NH2:1][C:2]1[CH:3]=[C:4]2[C:20](=[O:21])[NH:19][N:18]=[CH:17][C:6]3=[C:7]([C:11]4[CH:16]=[CH:15][CH:14]=[CH:13][CH:12]=4)[NH:8][C:9]([CH:10]=1)=[C:5]23.[C:22]1([CH2:28][CH2:29][C:30](O)=[O:31])[CH:27]=[CH:26][CH:25]=[CH:24][CH:23]=1.C(N(CC)CC)C.CN(C(ON1N=NC2C=CC=NC1=2)=[N+](C)C)C.F[P-](F)(F)(F)(F)F. (3) Given the product [C:27]([O-:36])(=[O:35])[C:28]1[C:29](=[CH:31][CH:32]=[CH:33][CH:34]=1)[OH:30].[CH3:11][N+:12]1[C:16]([C:17](=[O:20])[NH:18][CH3:19])=[C:15]([C:21](=[O:24])[NH:22][CH3:23])[N:14]([CH2:25][CH3:26])[CH:13]=1, predict the reactants needed to synthesize it. The reactants are: C1(S([O-])(=O)=O)C=CC=CC=1.[CH3:11][N+:12]1[C:16]([C:17](=[O:20])[NH:18][CH3:19])=[C:15]([C:21](=[O:24])[NH:22][CH3:23])[N:14]([CH2:25][CH3:26])[CH:13]=1.[C:27]([OH:36])(=[O:35])[C:28]1[C:29](=[CH:31][CH:32]=[CH:33][CH:34]=1)[OH:30]. (4) Given the product [C:9]1([C:15]#[C:16][C:17]2[CH:35]=[CH:34][C:20]([C:21]([NH:23][C:24]3[CH:29]=[CH:28][CH:27]=[CH:26][C:25]=3[S:30]([NH:31][C:1](=[O:7])[CH2:2][CH2:3][CH2:4][CH2:5][CH3:6])(=[O:33])=[O:32])=[O:22])=[CH:19][CH:18]=2)[CH:10]=[CH:11][CH:12]=[CH:13][CH:14]=1, predict the reactants needed to synthesize it. The reactants are: [C:1](Cl)(=[O:7])[CH2:2][CH2:3][CH2:4][CH2:5][CH3:6].[C:9]1([C:15]#[C:16][C:17]2[CH:35]=[CH:34][C:20]([C:21]([NH:23][C:24]3[CH:29]=[CH:28][CH:27]=[CH:26][C:25]=3[S:30](=[O:33])(=[O:32])[NH2:31])=[O:22])=[CH:19][CH:18]=2)[CH:14]=[CH:13][CH:12]=[CH:11][CH:10]=1. (5) Given the product [I:8][C:14]1[C:13]([CH3:18])=[CH:12][C:11]2[O:10][CH2:9][O:17][C:16]=2[CH:15]=1, predict the reactants needed to synthesize it. The reactants are: C1C(=O)N([I:8])C(=O)C1.[CH2:9]1[O:17][C:16]2[CH:15]=[CH:14][C:13]([CH3:18])=[CH:12][C:11]=2[O:10]1.C(O)(C(F)(F)F)=O. (6) The reactants are: [CH3:1][O:2][C:3]1[C:8]([NH:9][C:10](=[O:35])[C:11]2[CH:16]=[C:15]([CH2:17][C:18]3[C:19](=[O:30])[C:20]([O:28][CH3:29])=[C:21]([O:26][CH3:27])[C:22](=[O:25])[C:23]=3[CH3:24])[CH:14]=[CH:13][C:12]=2[O:31]C(=O)C)=[CH:7][CH:6]=[CH:5][N:4]=1.C(=O)([O-])O.[Na+]. Given the product [CH3:1][O:2][C:3]1[C:8]([NH:9][C:10](=[O:35])[C:11]2[CH:16]=[C:15]([CH2:17][C:18]3[C:19](=[O:30])[C:20]([O:28][CH3:29])=[C:21]([O:26][CH3:27])[C:22](=[O:25])[C:23]=3[CH3:24])[CH:14]=[CH:13][C:12]=2[OH:31])=[CH:7][CH:6]=[CH:5][N:4]=1, predict the reactants needed to synthesize it. (7) Given the product [CH:1]([C:4]1[CH:15]=[CH:14][CH:13]=[C:12]2[C:5]=1[O:6][CH2:7][CH2:8][C:9]2=[O:11])([CH3:2])[CH3:3], predict the reactants needed to synthesize it. The reactants are: [CH:1]([C:4]1[CH:15]=[CH:14][CH:13]=[CH:12][C:5]=1[O:6][CH2:7][CH2:8][C:9]([OH:11])=O)([CH3:3])[CH3:2].C(Cl)(=O)C(Cl)=O.[Cl-].[Al+3].[Cl-].[Cl-].Cl. (8) Given the product [CH3:17][C:18]1([CH3:39])[CH2:19][O:20][B:21]([C:24]2[CH:25]=[CH:26][C:27]([F:38])=[C:28]([C:30]3[N:37]=[CH:36][CH:35]=[CH:34][C:31]=3[C:32]#[N:33])[CH:29]=2)[O:22][CH2:23]1.[F:16][C:5]1[CH:4]=[CH:3][C:2]([C:59]2[N:63]3[N:64]=[CH:65][C:66]([C:68]([F:69])([F:70])[F:71])=[N:67][C:62]3=[N:61][CH:60]=2)=[CH:7][C:6]=1[C:8]1[N:15]=[CH:14][CH:13]=[CH:12][C:9]=1[C:10]#[N:11], predict the reactants needed to synthesize it. The reactants are: Br[C:2]1[CH:3]=[CH:4][C:5]([F:16])=[C:6]([C:8]2[N:15]=[CH:14][CH:13]=[CH:12][C:9]=2[C:10]#[N:11])[CH:7]=1.[CH3:17][C:18]1([CH3:39])[CH2:23][O:22][B:21]([C:24]2[CH:25]=[CH:26][C:27]([F:38])=[C:28]([C:30]3[N:37]=[CH:36][CH:35]=[CH:34][C:31]=3[C:32]#[N:33])[CH:29]=2)[O:20][CH2:19]1.C(C1C(C2C=C(B(O)O)C=CC=2F)=NC=CC=1)#N.Br[C:59]1[N:63]2[N:64]=[CH:65][C:66]([C:68]([F:71])([F:70])[F:69])=[N:67][C:62]2=[N:61][CH:60]=1. (9) Given the product [CH3:1][C:2]1[CH:8]=[C:7]([C:11]([F:17])([F:16])[C:12]([F:15])([F:14])[F:13])[CH:6]=[CH:5][C:3]=1[NH2:4], predict the reactants needed to synthesize it. The reactants are: [CH3:1][C:2]1[CH:8]=[C:7](I)[CH:6]=[CH:5][C:3]=1[NH2:4].I[C:11]([F:17])([F:16])[C:12]([F:15])([F:14])[F:13].